From a dataset of Drug-target binding data from BindingDB using IC50 measurements. Regression. Given a target protein amino acid sequence and a drug SMILES string, predict the binding affinity score between them. We predict pIC50 (pIC50 = -log10(IC50 in M); higher means more potent). Dataset: bindingdb_ic50. (1) The small molecule is COc1cccc(-c2ccc3c(c2)C2(N=C(N)N(C)C2=O)[C@]2(CC[C@H](OC(C)C)CC2)C3)c1. The target protein sequence is MAQALPWLLLWMGAGVLPAHGTQHGIRLPLRSGLGGAPLGLRLPRETDEEPEEPGRRGSFVEMVDNLRGKSGQGYYVEMTVGSPPQTLNILVDTGSSNFAVGAAPHPFLHRYYQRQLSSTYRDLRKGVYVPYTQGKWEGELGTDLPDDSLEPFFDSLVKQTHVPNLFSLQLCGAGFPLNQSEVLASVGGSMIIGGIDHSLYTGSLWYTPIRREWYYEVIIVRVEINGQDLKMDCKEYNYDKSIVDSGTTNLRLPKKVFEAAVKSIKAASSTEKFPDGFWLGEQLVCWQAGTTPWNIFPVISLYLMGEVTNQSFRITILPQQYLRPVEDVATSQDDCYKFAISQSSTGTVMGAVIMEGFYVVFDRARKRIGFAVSACHVHDEFRTAAVEGPFVTLDMEDCGYNIPQTDESTLMTIAYVMAAICALFMLPLCLMVCQWCCLRCLRQQHDDFADDISLLK. The pIC50 is 7.2. (2) The small molecule is C[C@@]12CCCc3coc(c31)C(=O)c1cc3c(cc12)C(=O)C1C(=NCCS1(=O)=O)C3=O. The pIC50 is 6.0. The target protein (P28563) has sequence MVMEVGILDAGGLRALLREGAAQCLLLDCRSFFAFNAGHIAGSVNVRFSTIVRRRAKGAMGLEHIVPNAELRGRLLAGAYHAVVLLDERSASLDGAKRDGTLALAAGALCREARSTQVFFLQGGYEAFSASCPELCSKQSTPTGLSLPLSTSVPDSAESGCSSCSTPLYDQGGPVEILSFLYLGSAYHASRKDMLDALGITALINVSANCPNHFEGHYQYKSIPVEDNHKADISSWFNEAIDFIDSIKDAGGRVFVHCQAGISRSATICLAYLMRTNRVKLDEAFEFVKQRRSIISPNFSFMGQLLQFESQVLAPHCSAEAGSPAMAVLDRGTSTTTVFNFPVSIPVHPTNSALNYLKSPITTSPSC. (3) The compound is Nc1nc(C(=O)NC(c2ccccc2)C2CCNCC2)co1. The target protein (Q9H7B4) has sequence MEPLKVEKFATAKRGNGLRAVTPLRPGELLFRSDPLAYTVCKGSRGVVCDRCLLGKEKLMRCSQCRVAKYCSAKCQKKAWPDHKRECKCLKSCKPRYPPDSVRLLGRVVFKLMDGAPSESEKLYSFYDLESNINKLTEDKKEGLRQLVMTFQHFMREEIQDASQLPPAFDLFEAFAKVICNSFTICNAEMQEVGVGLYPSISLLNHSCDPNCSIVFNGPHLLLRAVRDIEVGEELTICYLDMLMTSEERRKQLRDQYCFECDCFRCQTQDKDADMLTGDEQVWKEVQESLKKIEELKAHWKWEQVLAMCQAIISSNSERLPDINIYQLKVLDCAMDACINLGLLEEALFYGTRTMEPYRIFFPGSHPVRGVQVMKVGKLQLHQGMFPQAMKNLRLAFDIMRVTHGREHSLIEDLILLLEECDANIRAS. The pIC50 is 4.0. (4) The small molecule is Cc1cc(C2=NC(C)(C)CN2)cc2[nH]c(-c3c(NCC(O)c4cccc(Cl)c4)cc[nH]c3=O)nc12. The target protein sequence is MALSQSVPFSATELLLASAIFCLVFWVLKGLRPRVPKGLKSPPEPWGWPLLGHVLTLGKNPHLALSRMSQRYGDVLQIRIGSTPVLVLSRLDTIRQALVRQGDDFKGRPDLYTSTLITDGQSLTFSTDSGPVWAARRRLAQNALNTFSIASDPASSSSCYLEEHVSKEAKALISRLQELMAGPGHFDPYNQVVVSVANVIGAMCFGQHFPESSDEMLSLVKNTHEFVETASSGNPLDFFPILRYLPNPALQRFKAFNQRFLWFLQKTVQEHYQDFDKNSVRDITGALFKHSKKGPRASGNLIPQEKIVNLVNDIFGAGFDTVTTAISWSLMYLVTKPEIQRKIQKELDTVIGRERRPRLSDRPQLPYLEAFILETFRHSSFLPFTIPHSTTRDTTLNGFYIPKKCCVFVNQWQVNHDPELWEDPSEFRPERFLTADGTAINKPLSEKMMLFGMGKRRCIGEVLAKWEIFLFLAILLQQLEFSVPPGVKVDLTPIYGLTMK.... The pIC50 is 5.0. (5) The drug is CCCC[C@H](NC(=O)[C@H](CO)NC(=O)[C@H](Cc1ccc(O)cc1)NC(=O)[C@H](CO)NC(C)=O)C(=O)N[C@@H](CCC(=O)O)C(=O)N[C@@H](Cc1cnc[nH]1)C(=O)N[C@H](Cc1ccccc1)C(=O)N[C@@H](CCCNC(=N)N)C(=O)N[C@@H](Cc1c[nH]c2ccccc12)C(=O)NCC(=O)N[C@@H](CCCCN)C(=O)N1CCC[C@H]1C(=O)N[C@H](C(N)=O)C(C)C. The target protein (P33033) has sequence MNSSCCLSSVSPMLPNLSEHPAAPPASNRSGSGFCEQVFIKPEVFLALGIVSLMENILVILAVVRNGNLHSPMYFFLCSLAAADMLVSLSNSLETIMIAVINSDSLTLEDQFIQHMDNIFDSMICISLVASICNLLAIAIDRYVTIFYALRYHSIMTVRKALTLIGVIWVCCGICGVMFIIYSESKMVIVCLITMFFAMVLLMGTLYIHMFLFARLHVQRIAVLPPAGVVAPQQHSCMKGAVTITILLGVFIFCWAPFFLHLVLIITCPTNPYCICYTAHFNTYLVLIMCNSVIDPLIYAFRSLELRNTFKEILCGCNSMNLG. The pIC50 is 8.4. (6) The target protein (P47989) has sequence MTADKLVFFVNGRKVVEKNADPETTLLAYLRRKLGLSGTKLGCGEGGCGACTVMLSKYDRLQNKIVHFSANACLAPICSLHHVAVTTVEGIGSTKTRLHPVQERIAKSHGSQCGFCTPGIVMSMYTLLRNQPEPTMEEIENAFQGNLCRCTGYRPILQGFRTFARDGGCCGGDGNNPNCCMNQKKDHSVSLSPSLFKPEEFTPLDPTQEPIFPPELLRLKDTPRKQLRFEGERVTWIQASTLKELLDLKAQHPDAKLVVGNTEIGIEMKFKNMLFPMIVCPAWIPELNSVEHGPDGISFGAACPLSIVEKTLVDAVAKLPAQKTEVFRGVLEQLRWFAGKQVKSVASVGGNIITASPISDLNPVFMASGAKLTLVSRGTRRTVQMDHTFFPGYRKTLLSPEEILLSIEIPYSREGEYFSAFKQASRREDDIAKVTSGMRVLFKPGTTEVQELALCYGGMANRTISALKTTQRQLSKLWKEELLQDVCAGLAEELHLPPDA.... The compound is Cc1ccc(-n2ncc3c(N)ncnc32)cc1. The pIC50 is 4.8.